The task is: Predict the reactants needed to synthesize the given product.. This data is from Full USPTO retrosynthesis dataset with 1.9M reactions from patents (1976-2016). (1) Given the product [CH3:19][C:13]1[CH:14]=[C:15]([CH3:18])[CH:16]=[CH:17][C:12]=1[CH2:11][NH:10][CH2:20][C@H:21]([NH:27][C:28](=[O:44])[CH2:29][C:30]([NH:31][C:32]1[CH:37]=[C:36]([C:38]([F:41])([F:39])[F:40])[CH:35]=[C:34]([NH:42][CH2:46][CH2:47][CH3:48])[CH:33]=1)=[O:43])[C@@H:22]([OH:26])[CH2:23][CH2:24][CH3:25], predict the reactants needed to synthesize it. The reactants are: C(OC(=O)[N:10]([CH2:20][C@H:21]([NH:27][C:28](=[O:44])[CH2:29][C:30](=[O:43])[NH:31][C:32]1[CH:37]=[C:36]([C:38]([F:41])([F:40])[F:39])[CH:35]=[C:34]([NH2:42])[CH:33]=1)[C@@H:22]([OH:26])[CH2:23][CH2:24][CH3:25])[CH2:11][C:12]1[CH:17]=[CH:16][C:15]([CH3:18])=[CH:14][C:13]=1[CH3:19])C1C=CC=CC=1.[CH:46](=O)[CH2:47][CH3:48].C([BH3-])#N.[Na+]. (2) Given the product [C:1]([O:5][C:6]([N:8]1[C@H:12]([CH2:13][OH:14])[CH2:11][O:10][C:9]1([CH3:16])[CH3:15])=[O:7])([CH3:4])([CH3:3])[CH3:2], predict the reactants needed to synthesize it. The reactants are: [C:1]([O:5][C:6]([N:8]1[C@H:12]([CH:13]=[O:14])[CH2:11][O:10][C:9]1([CH3:16])[CH3:15])=[O:7])([CH3:4])([CH3:3])[CH3:2].[BH4-].[Na+].O. (3) Given the product [NH2:1][C:2]1[C:3]([CH2:8][OH:9])=[N:4][CH:5]=[CH:6][CH:7]=1, predict the reactants needed to synthesize it. The reactants are: [NH2:1][C:2]1[C:3]([C:8](O)=[O:9])=[N:4][CH:5]=[CH:6][CH:7]=1.[H-].[H-].[H-].[H-].[Li+].[Al+3]. (4) Given the product [ClH:1].[ClH:1].[CH2:3]([C:7]1[N:8]=[N:9][C:10]([O:32][CH:33]2[CH2:38][CH2:37][N:36]([CH3:42])[CH2:35][CH2:34]2)=[CH:11][C:12]=1[C:13]1[CH:18]=[CH:17][C:16]([O:19][CH:20]2[CH2:21][CH2:22][CH2:23][CH2:24][CH2:25]2)=[C:15]([C:26]2[N:30]([CH3:31])[N:29]=[N:28][N:27]=2)[CH:14]=1)[CH2:4][CH2:5][CH3:6], predict the reactants needed to synthesize it. The reactants are: [ClH:1].Cl.[CH2:3]([C:7]1[N:8]=[N:9][C:10]([O:32][CH:33]2[CH2:38][CH2:37][NH:36][CH2:35][CH2:34]2)=[CH:11][C:12]=1[C:13]1[CH:18]=[CH:17][C:16]([O:19][CH:20]2[CH2:25][CH2:24][CH2:23][CH2:22][CH2:21]2)=[C:15]([C:26]2[N:30]([CH3:31])[N:29]=[N:28][N:27]=2)[CH:14]=1)[CH2:4][CH2:5][CH3:6].C=O.O.[C:42](O[BH-](OC(=O)C)OC(=O)C)(=O)C.[Na+].